The task is: Predict the reaction yield, written as a fraction of the theoretical maximum amount of product (1.0 means a 100% yield; for example, 0.34 means a 34% yield).. This data is from Reaction yield outcomes from USPTO patents with 853,638 reactions. (1) The reactants are [NH2:1][C:2]1[C:3]2[S:10][C:9]3[N:11]=[C:12]([N:18]4[CH2:23][CH2:22][C:21](=O)[CH2:20][CH2:19]4)[CH:13]=[C:14]([CH2:15][CH2:16][CH3:17])[C:8]=3[C:4]=2[N:5]=[CH:6][N:7]=1.[NH2:25][CH2:26][C@H:27]([C:29]1[CH:34]=[CH:33][CH:32]=[CH:31][CH:30]=1)[OH:28].C([BH3-])#N. The catalyst is CN(C=O)C.C(O)(=O)C. The product is [NH2:1][C:2]1[C:3]2[S:10][C:9]3[N:11]=[C:12]([N:18]4[CH2:19][CH2:20][CH:21]([NH:25][CH2:26][C@H:27]([C:29]5[CH:34]=[CH:33][CH:32]=[CH:31][CH:30]=5)[OH:28])[CH2:22][CH2:23]4)[CH:13]=[C:14]([CH2:15][CH2:16][CH3:17])[C:8]=3[C:4]=2[N:5]=[CH:6][N:7]=1. The yield is 0.560. (2) The product is [Cl:1][C:2]1[CH:7]=[C:6]([Cl:8])[CH:5]=[CH:4][C:3]=1[C:9]1[C:17]2[O:16][CH:15]([CH2:18][NH:19][C:30](=[O:31])[O:32][CH2:33][C:34]3[CH:39]=[CH:38][CH:37]=[CH:36][CH:35]=3)[CH2:14][C:13]=2[CH:12]=[CH:11][CH:10]=1. The yield is 0.870. No catalyst specified. The reactants are [Cl:1][C:2]1[CH:7]=[C:6]([Cl:8])[CH:5]=[CH:4][C:3]=1[C:9]1[C:17]2[O:16][CH:15]([CH2:18][NH2:19])[CH2:14][C:13]=2[CH:12]=[CH:11][CH:10]=1.C(N(C(C)C)CC)(C)C.Cl[C:30]([O:32][CH2:33][C:34]1[CH:39]=[CH:38][CH:37]=[CH:36][CH:35]=1)=[O:31].C(OC(=O)NCC1CC2C=CC=C(C3CCCC3)C=2O1)C1C=CC=CC=1. (3) The reactants are [CH:1]([C@H:4]1[CH2:9][CH2:8][C@H:7]([C:10]([OH:12])=O)[CH2:6][CH2:5]1)([CH3:3])[CH3:2].S(Cl)(Cl)=O.Cl.[CH3:18][O:19][C:20](=[O:30])[C@@H:21]([CH2:23][C:24]1[CH:29]=[CH:28][CH:27]=[CH:26][CH:25]=1)[NH2:22].C(N(CC)CC)C. The catalyst is C(Cl)(Cl)Cl.CO. The product is [CH3:18][O:19][C:20](=[O:30])[C@@H:21]([CH2:23][C:24]1[CH:29]=[CH:28][CH:27]=[CH:26][CH:25]=1)[NH:22][C:10]([C@H:7]1[CH2:6][CH2:5][C@H:4]([CH:1]([CH3:2])[CH3:3])[CH2:9][CH2:8]1)=[O:12]. The yield is 0.710. (4) The reactants are [Cl:1][C:2](=[CH2:10])[C:3]([CH3:9])([CH3:8])[C:4]([O:6]C)=[O:5].[OH-].[Na+]. The catalyst is O. The product is [Cl:1][C:2](=[CH2:10])[C:3]([CH3:9])([CH3:8])[C:4]([OH:6])=[O:5]. The yield is 0.700. (5) The reactants are C(=O)(O)[O-].[Na+].[S-2].[Na+].[Na+].[N+:9]([C:12]1[CH:13]=[C:14]([O:21][CH3:22])[CH:15]=[C:16]([N+:18]([O-])=O)[CH:17]=1)([O-:11])=[O:10]. The catalyst is O.CO. The product is [CH3:22][O:21][C:14]1[CH:15]=[C:16]([NH2:18])[CH:17]=[C:12]([N+:9]([O-:11])=[O:10])[CH:13]=1. The yield is 0.930. (6) The reactants are [CH:1]1([CH:7]([NH:19][C:20]2[N:25]=[CH:24][C:23]([C:26]([O:28]C)=[O:27])=[CH:22][CH:21]=2)[C:8]2[O:9][C:10]3[CH:17]=[CH:16][C:15]([F:18])=[CH:14][C:11]=3[C:12]=2[CH3:13])[CH2:6][CH2:5][CH2:4][CH2:3][CH2:2]1.C(O)C.[OH-].[Na+]. The catalyst is O1CCCC1. The product is [CH:1]1([CH:7]([NH:19][C:20]2[N:25]=[CH:24][C:23]([C:26]([OH:28])=[O:27])=[CH:22][CH:21]=2)[C:8]2[O:9][C:10]3[CH:17]=[CH:16][C:15]([F:18])=[CH:14][C:11]=3[C:12]=2[CH3:13])[CH2:6][CH2:5][CH2:4][CH2:3][CH2:2]1. The yield is 0.900. (7) The reactants are [CH3:1][C:2]([CH3:7])=[CH:3][C:4](O)=[O:5].O=S(Cl)Cl.[NH2:12][C:13]1[CH:18]=[CH:17][CH:16]=[CH:15][CH:14]=1.CCN(CC)CC. No catalyst specified. The product is [C:13]1([NH:12][C:4](=[O:5])[CH:3]=[C:2]([CH3:7])[CH3:1])[CH:18]=[CH:17][CH:16]=[CH:15][CH:14]=1. The yield is 0.800.